From a dataset of CYP2D6 inhibition data for predicting drug metabolism from PubChem BioAssay. Regression/Classification. Given a drug SMILES string, predict its absorption, distribution, metabolism, or excretion properties. Task type varies by dataset: regression for continuous measurements (e.g., permeability, clearance, half-life) or binary classification for categorical outcomes (e.g., BBB penetration, CYP inhibition). Dataset: cyp2d6_veith. The molecule is O=C(c1ccc(F)cc1)C1CCN(CCCCc2ccccc2)CC1. The result is 1 (inhibitor).